This data is from Full USPTO retrosynthesis dataset with 1.9M reactions from patents (1976-2016). The task is: Predict the reactants needed to synthesize the given product. (1) The reactants are: Cl[C:2]1[N:7]2[N:8]=[C:9]([C:23]3[N:24]=[C:25]([CH3:28])[S:26][CH:27]=3)[C:10]([C:11]3[CH:16]=[CH:15][N:14]=[C:13]([NH:17][CH:18]4[CH2:22][CH2:21][CH2:20][CH2:19]4)[CH:12]=3)=[C:6]2[CH:5]=[CH:4][CH:3]=1.[CH:29]1([NH2:34])[CH2:33][CH2:32][CH2:31][CH2:30]1. Given the product [CH:29]1([NH:34][C:2]2[N:7]3[N:8]=[C:9]([C:23]4[N:24]=[C:25]([CH3:28])[S:26][CH:27]=4)[C:10]([C:11]4[CH:16]=[CH:15][N:14]=[C:13]([NH:17][CH:18]5[CH2:22][CH2:21][CH2:20][CH2:19]5)[CH:12]=4)=[C:6]3[CH:5]=[CH:4][CH:3]=2)[CH2:33][CH2:32][CH2:31][CH2:30]1, predict the reactants needed to synthesize it. (2) Given the product [C:1]1([C:7]2[C:11]([C:12]([F:13])([F:14])[F:15])=[C:10]([C:16]3[O:20][N:19]=[C:18]4[C:21]5[C:26]([CH2:27][CH2:28][C:17]=34)=[CH:25][C:24]([CH:29]=[CH2:30])=[CH:23][CH:22]=5)[O:9][N:8]=2)[CH:2]=[CH:3][CH:4]=[CH:5][CH:6]=1, predict the reactants needed to synthesize it. The reactants are: [C:1]1([C:7]2[C:11]([C:12]([F:15])([F:14])[F:13])=[C:10]([C:16]3(O)[O:20][N:19]=[C:18]4[C:21]5[C:26]([CH2:27][CH2:28][CH:17]34)=[CH:25][C:24]([CH:29]=[CH2:30])=[CH:23][CH:22]=5)[O:9][N:8]=2)[CH:6]=[CH:5][CH:4]=[CH:3][CH:2]=1.S(Cl)(Cl)=O.N1C=CC=CC=1.